This data is from Full USPTO retrosynthesis dataset with 1.9M reactions from patents (1976-2016). The task is: Predict the reactants needed to synthesize the given product. (1) Given the product [C:1]([O:5][C:6](=[O:7])[NH:8][CH2:9][CH2:10][C:11]1[C:19]2[C:14](=[CH:15][CH:16]=[C:17]([Cl:20])[CH:18]=2)[NH:13][C:12]=1[C:21](=[O:23])[NH:36][CH2:35][CH2:34][C:28]1[CH:27]=[CH:26][C:25]([N:55]2[CH2:54][CH2:56][CH2:57][CH2:58][CH2:59]2)=[CH:24][CH:29]=1)([CH3:2])([CH3:3])[CH3:4], predict the reactants needed to synthesize it. The reactants are: [C:1]([O:5][C:6]([NH:8][CH2:9][CH2:10][C:11]1[C:19]2[C:14](=[CH:15][CH:16]=[C:17]([Cl:20])[CH:18]=2)[NH:13][C:12]=1[C:21]([OH:23])=O)=[O:7])([CH3:4])([CH3:3])[CH3:2].[CH:24]1[CH:25]=[CH:26][C:27]2N(O)N=N[C:28]=2[CH:29]=1.[CH3:34][CH2:35][N:36](C(C)C)C(C)C.CCN=C=NCCCN(C)C.[CH3:54][N:55]1[C:59](=O)[CH2:58][CH2:57][CH2:56]1. (2) The reactants are: Br.BrCC(C1C=CC(Br)=CN=1)=O.C(C1NC=CN=1)C.[Br:20][C:21]1[CH:22]=[CH:23][C:24]([C:27](=[O:37])[CH2:28][N:29]2[CH:33]=[CH:32][N:31]=[C:30]2[CH2:34][CH2:35]C)=[N:25][CH:26]=1. Given the product [Br:20][C:21]1[CH:22]=[CH:23][C:24]([C:27](=[O:37])[CH2:28][N:29]2[CH:33]=[CH:32][N:31]=[C:30]2[CH2:34][CH3:35])=[N:25][CH:26]=1, predict the reactants needed to synthesize it.